From a dataset of Full USPTO retrosynthesis dataset with 1.9M reactions from patents (1976-2016). Predict the reactants needed to synthesize the given product. (1) The reactants are: Cl.[CH3:2][O:3][C:4]([CH:6]1[CH2:14][CH2:13][C:9]2[NH:10][CH:11]=[N:12][C:8]=2[CH2:7]1)=[O:5]. Given the product [CH3:2][O:3][C:4]([CH:6]1[CH2:14][CH2:13][C:9]2[NH:10][CH:11]=[N:12][C:8]=2[CH2:7]1)=[O:5], predict the reactants needed to synthesize it. (2) Given the product [O:31]1[C:32]2[CH:33]=[CH:34][C:25]([C:2]3[N:6]([CH3:7])[N:5]=[C:4]([CH3:8])[C:3]=3[CH:9]=[O:10])=[CH:26][C:27]=2[CH2:28][CH2:29][CH2:30]1, predict the reactants needed to synthesize it. The reactants are: Cl[C:2]1[N:6]([CH3:7])[N:5]=[C:4]([CH3:8])[C:3]=1[CH:9]=[O:10].C(=O)([O-])[O-].[Na+].[Na+].CC1(C)C(C)(C)OB([C:25]2[CH:26]=[C:27]3[C:32](=[CH:33][CH:34]=2)[O:31][CH2:30][CH2:29][CH2:28]3)O1. (3) Given the product [F:1][C:2]1[C:7]([F:8])=[CH:6][CH:5]=[CH:4][C:3]=1[C:9]1[CH:18]=[CH:17][C:16]2[C:11](=[CH:12][CH:13]=[C:14]([OH:19])[CH:15]=2)[C:10]=1[C:21]([C:23]1[CH:28]=[CH:27][C:26]([O:29][CH2:30][CH2:31][N:32]2[CH2:37][CH2:36][CH2:35][CH2:34][CH2:33]2)=[CH:25][CH:24]=1)=[O:22], predict the reactants needed to synthesize it. The reactants are: [F:1][C:2]1[C:7]([F:8])=[CH:6][CH:5]=[CH:4][C:3]=1[C:9]1[CH:18]=[CH:17][C:16]2[C:11](=[CH:12][CH:13]=[C:14]([O:19]C)[CH:15]=2)[C:10]=1[C:21]([C:23]1[CH:28]=[CH:27][C:26]([O:29][CH2:30][CH2:31][N:32]2[CH2:37][CH2:36][CH2:35][CH2:34][CH2:33]2)=[CH:25][CH:24]=1)=[O:22].Cl.B(Br)(Br)Br.C(=O)(O)[O-].[Na+]. (4) Given the product [O:8]=[CH:5][C@@H:6]([C@H:2]([C@@H:3]([C@@H:9]([CH2:10][OH:11])[OH:12])[OH:4])[OH:1])[OH:7].[O:20]=[CH:17][C@H:18]([C@@H:13]([C@H:14]([C@H:15]([C:21]([OH:23])=[O:22])[OH:16])[OH:24])[OH:25])[OH:19].[O:22]=[C:21]([OH:23])[C@H:15]([C@H:14]([C@@H:13]([C@H:18]([CH2:17][OH:20])[OH:19])[OH:25])[OH:24])[OH:16], predict the reactants needed to synthesize it. The reactants are: [OH:1][C:2]1[C@@H:3]([C@@H:9]([OH:12])[CH2:10][OH:11])[O:4][C:5](=[O:8])[C:6]=1[OH:7].[CH:13]1([OH:25])[CH:18]([OH:19])[CH:17]([OH:20])[O:16][CH:15]([C:21]([OH:23])=[O:22])[CH:14]1[OH:24].O=O.O=C1O[C@H]([C@H](CO)O)C(=O)C1=O.[H][H]. (5) Given the product [NH2:13][C:12]1[O:15][CH:16]2[C:24]3[C:20](=[CH:19][CH:18]=[C:17]2[CH:8]([C:6]2[CH:5]=[N:4][CH:3]=[C:2]([CH3:1])[N:7]=2)[C:11]=1[C:10]#[N:14])[CH:21]=[CH:22][N:23]=3, predict the reactants needed to synthesize it. The reactants are: [CH3:1][C:2]1[N:7]=[C:6]([CH:8]=O)[CH:5]=[N:4][CH:3]=1.[C:10](#[N:14])[CH2:11][C:12]#[N:13].[OH:15][C:16]1[CH:17]=[CH:18][CH:19]=[C:20]2[C:24]=1[NH:23][CH:22]=[CH:21]2. (6) The reactants are: Cl.[CH3:2][O:3][C:4]1[C:5]2[N:12]=[C:11]([NH:13][C:14]([N:16]3[CH2:21][CH2:20][NH:19][CH2:18][CH2:17]3)=[O:15])[S:10][C:6]=2[N:7]=[CH:8][N:9]=1.[F:22][C:23]1[CH:30]=[CH:29][C:26]([CH2:27]Cl)=[CH:25][C:24]=1[C:31]([F:34])([F:33])[F:32].C(N(CC)CC)C.[OH2:42]. Given the product [CH3:2][O:3][C:4]1[C:5]2[N:12]=[C:11]([NH:13][C:14]([N:16]3[CH2:17][CH2:18][N:19]([C:27](=[O:42])[C:26]4[CH:29]=[CH:30][C:23]([F:22])=[C:24]([C:31]([F:34])([F:33])[F:32])[CH:25]=4)[CH2:20][CH2:21]3)=[O:15])[S:10][C:6]=2[N:7]=[CH:8][N:9]=1, predict the reactants needed to synthesize it.